From a dataset of Forward reaction prediction with 1.9M reactions from USPTO patents (1976-2016). Predict the product of the given reaction. (1) Given the reactants [Cl:1][C:2]1[CH:3]=[C:4]([CH:13]=[O:14])[C:5]2[O:9][C:8]([CH2:10][CH3:11])=[CH:7][C:6]=2[CH:12]=1.[BH4-].[Na+], predict the reaction product. The product is: [Cl:1][C:2]1[CH:3]=[C:4]([CH2:13][OH:14])[C:5]2[O:9][C:8]([CH2:10][CH3:11])=[CH:7][C:6]=2[CH:12]=1. (2) Given the reactants [Br:1][C:2]1[CH:7]=[CH:6][C:5]([C:8]2[CH:9]=[C:10]3[C:14](=[CH:15][CH:16]=2)[NH:13][CH:12]=[C:11]3[CH:17]=O)=[CH:4][CH:3]=1.P([O-])([O-])(O)=O.[NH4+].[NH4+].[N+:26](CCC)([O-])=O, predict the reaction product. The product is: [Br:1][C:2]1[CH:7]=[CH:6][C:5]([C:8]2[CH:9]=[C:10]3[C:14](=[CH:15][CH:16]=2)[NH:13][CH:12]=[C:11]3[C:17]#[N:26])=[CH:4][CH:3]=1. (3) Given the reactants Cl[C:2]1[CH:7]=[C:6]([N:8]2[CH2:13][CH2:12][C:11]([F:15])([F:14])[CH2:10][CH2:9]2)[N:5]=[CH:4][N:3]=1.[C-:16]#[N:17].O.CC(=O)OCC, predict the reaction product. The product is: [F:14][C:11]1([F:15])[CH2:12][CH2:13][N:8]([C:6]2[N:5]=[CH:4][N:3]=[C:2]([C:16]#[N:17])[CH:7]=2)[CH2:9][CH2:10]1.